Dataset: Reaction yield outcomes from USPTO patents with 853,638 reactions. Task: Predict the reaction yield, written as a fraction of the theoretical maximum amount of product (1.0 means a 100% yield; for example, 0.34 means a 34% yield). The reactants are ClC1C=C(C=CC=1)C(OO)=[O:6].[CH3:12][C:13]([CH3:45])([CH2:17][O:18][C:19]1[CH:24]=[CH:23][C:22]([C:25]2[CH:34]=[C:33]3[C:28]([C:29]([C:36](=[O:44])[NH:37][C:38]4[CH:43]=[CH:42][CH:41]=[CH:40][CH:39]=4)=[CH:30][C:31]([CH3:35])=[N:32]3)=[CH:27][CH:26]=2)=[CH:21][N:20]=1)[C:14]([OH:16])=[O:15]. The catalyst is C(Cl)Cl. The product is [C:14]([C:13]([CH3:45])([CH3:12])[CH2:17][O:18][C:19]1[N:20]=[CH:21][C:22]([C:25]2[CH:34]=[C:33]3[C:28]([C:29]([C:36](=[O:44])[NH:37][C:38]4[CH:43]=[CH:42][CH:41]=[CH:40][CH:39]=4)=[CH:30][C:31]([CH3:35])=[N+:32]3[O-:6])=[CH:27][CH:26]=2)=[CH:23][CH:24]=1)([OH:16])=[O:15]. The yield is 0.400.